This data is from Full USPTO retrosynthesis dataset with 1.9M reactions from patents (1976-2016). The task is: Predict the reactants needed to synthesize the given product. (1) Given the product [Cl:11][C:12]1[C:13]([CH3:22])=[C:14]([S:18]([NH:10][C:4]2[S:5][C:6]([CH2:7][CH2:8][CH3:9])=[C:2]([CH3:1])[N:3]=2)(=[O:20])=[O:19])[CH:15]=[CH:16][CH:17]=1, predict the reactants needed to synthesize it. The reactants are: [CH3:1][C:2]1[N:3]=[C:4]([NH2:10])[S:5][C:6]=1[CH2:7][CH2:8][CH3:9].[Cl:11][C:12]1[C:13]([CH3:22])=[C:14]([S:18](Cl)(=[O:20])=[O:19])[CH:15]=[CH:16][CH:17]=1. (2) Given the product [C:1]([NH:4][CH2:5][CH2:6][C:7]1[CH:12]=[CH:11][CH:10]=[C:9]([NH:13][C:15]([O:17][CH2:18][CH3:19])=[O:16])[CH:8]=1)(=[O:3])[CH3:2], predict the reactants needed to synthesize it. The reactants are: [C:1]([NH:4][CH2:5][CH2:6][C:7]1[CH:12]=[CH:11][CH:10]=[C:9]([NH2:13])[CH:8]=1)(=[O:3])[CH3:2].Cl[C:15]([O:17][CH2:18][CH3:19])=[O:16].O. (3) Given the product [CH3:8][S:9]([O:18][C@H:15]1[CH2:16][CH2:17][O:13][CH2:14]1)(=[O:11])=[O:10], predict the reactants needed to synthesize it. The reactants are: C(N(CC)CC)C.[CH3:8][S:9](Cl)(=[O:11])=[O:10].[O:13]1[CH2:17][CH2:16][C@H:15]([OH:18])[CH2:14]1.O.